Predict which catalyst facilitates the given reaction. From a dataset of Catalyst prediction with 721,799 reactions and 888 catalyst types from USPTO. (1) Reactant: NN.[NH2:3][C:4]1[C:14]([I:15])=[CH:13][C:7]([C:8]([O:10][CH2:11][CH3:12])=[O:9])=[CH:6][N:5]=1. Product: [I:15][C:14]1[C:4](/[N:3]=[C:8](\[O:10][CH3:11])/[CH3:7])=[N:5][CH:6]=[C:7]([CH:13]=1)[C:8]([O:10][CH2:11][CH3:12])=[O:9]. The catalyst class is: 141. (2) Reactant: [C:1]1([CH:7]2[CH2:12][NH:11][CH2:10][CH2:9][NH:8]2)[CH:6]=[CH:5][CH:4]=[CH:3][CH:2]=1.[Br:13][C:14]1[CH:22]=[CH:21][C:17]([C:18](Cl)=[O:19])=[CH:16][CH:15]=1. Product: [Br:13][C:14]1[CH:22]=[CH:21][C:17]([C:18]([N:11]2[CH2:10][CH2:9][NH:8][CH:7]([C:1]3[CH:2]=[CH:3][CH:4]=[CH:5][CH:6]=3)[CH2:12]2)=[O:19])=[CH:16][CH:15]=1. The catalyst class is: 4. (3) Reactant: [CH2:1]([O:8][C:9]1[CH:10]=[C:11]2[C:16](=[CH:17][CH:18]=1)[CH2:15][CH:14]([CH:19]([O:25][Si:26]([C:29]([CH3:32])([CH3:31])[CH3:30])([CH3:28])[CH3:27])[C:20]1[O:21][CH:22]=[CH:23][N:24]=1)[CH2:13][CH2:12]2)[C:2]1[CH:7]=[CH:6][CH:5]=[CH:4][CH:3]=1.[Li]CCCC.N#C[C:40](=[O:43])[O:41][CH3:42]. Product: [CH2:1]([O:8][C:9]1[CH:10]=[C:11]2[C:16](=[CH:17][CH:18]=1)[CH2:15][CH:14]([CH:19]([O:25][Si:26]([C:29]([CH3:32])([CH3:31])[CH3:30])([CH3:27])[CH3:28])[C:20]1[O:21][C:22]([C:40]([O:41][CH3:42])=[O:43])=[CH:23][N:24]=1)[CH2:13][CH2:12]2)[C:2]1[CH:7]=[CH:6][CH:5]=[CH:4][CH:3]=1. The catalyst class is: 49. (4) The catalyst class is: 7. Product: [CH2:17]([O:19][C:20]([C:22]1[S:26][C:25]([O:16][CH2:15][C:5]2[C:6]([C:9]3[CH:14]=[CH:13][CH:12]=[CH:11][CH:10]=3)=[N:7][O:8][C:4]=2[CH3:3])=[N:24][CH:23]=1)=[O:21])[CH3:18]. Reactant: [H-].[Na+].[CH3:3][C:4]1[O:8][N:7]=[C:6]([C:9]2[CH:14]=[CH:13][CH:12]=[CH:11][CH:10]=2)[C:5]=1[CH2:15][OH:16].[CH2:17]([O:19][C:20]([C:22]1[S:26][C:25](Cl)=[N:24][CH:23]=1)=[O:21])[CH3:18].O. (5) Reactant: [CH3:1][C:2]1([CH3:12])[C:11]2[C:6](=[CH:7][CH:8]=[CH:9][CH:10]=2)[NH:5][CH2:4][CH2:3]1.C([O-])(O)=O.[Na+].[Br:18][C:19]1[C:20]([Cl:30])=[CH:21][C:22]([F:29])=[C:23]([S:25](Cl)(=[O:27])=[O:26])[CH:24]=1. Product: [Br:18][C:19]1[C:20]([Cl:30])=[CH:21][C:22]([F:29])=[C:23]([S:25]([N:5]2[C:6]3[C:11](=[CH:10][CH:9]=[CH:8][CH:7]=3)[C:2]([CH3:12])([CH3:1])[CH2:3][CH2:4]2)(=[O:27])=[O:26])[CH:24]=1. The catalyst class is: 192. (6) Reactant: [N:1]1([C:7]2[N:15]=[C:14]([C:16]3[CH:17]=[C:18]([CH2:22][OH:23])[CH:19]=[CH:20][CH:21]=3)[N:13]=[C:12]3[C:8]=2[N:9]=[CH:10][N:11]3[CH:24]2[CH2:29][CH2:28][NH:27][CH2:26][CH2:25]2)[CH2:6][CH2:5][O:4][CH2:3][CH2:2]1.[BH3-]C#N.[Na+].[Cl:34][C:35]1[CH:42]=[C:41]([F:43])[CH:40]=[CH:39][C:36]=1[CH:37]=O. Product: [Cl:34][C:35]1[CH:42]=[C:41]([F:43])[CH:40]=[CH:39][C:36]=1[CH2:37][N:27]1[CH2:28][CH2:29][CH:24]([N:11]2[CH:10]=[N:9][C:8]3[C:12]2=[N:13][C:14]([C:16]2[CH:17]=[C:18]([CH2:22][OH:23])[CH:19]=[CH:20][CH:21]=2)=[N:15][C:7]=3[N:1]2[CH2:6][CH2:5][O:4][CH2:3][CH2:2]2)[CH2:25][CH2:26]1. The catalyst class is: 466. (7) Reactant: [F:1][C:2]([F:26])([F:25])[C:3]1[CH:4]=[C:5]([C:9]2[CH:20]=[C:19]([CH:21]([NH:23][CH3:24])[CH3:22])[CH:18]=[CH:17][C:10]=2[O:11][CH2:12][C:13]([O:15][CH3:16])=[O:14])[CH:6]=[CH:7][CH:8]=1.CCN(C(C)C)C(C)C.[F:36][C:37]1[CH:42]=[CH:41][C:40]([S:43](Cl)(=[O:45])=[O:44])=[CH:39][CH:38]=1. Product: [F:1][C:2]([F:25])([F:26])[C:3]1[CH:4]=[C:5]([C:9]2[CH:20]=[C:19]([CH:21]([N:23]([CH3:24])[S:43]([C:40]3[CH:41]=[CH:42][C:37]([F:36])=[CH:38][CH:39]=3)(=[O:45])=[O:44])[CH3:22])[CH:18]=[CH:17][C:10]=2[O:11][CH2:12][C:13]([O:15][CH3:16])=[O:14])[CH:6]=[CH:7][CH:8]=1. The catalyst class is: 1.